From a dataset of Reaction yield outcomes from USPTO patents with 853,638 reactions. Predict the reaction yield, written as a fraction of the theoretical maximum amount of product (1.0 means a 100% yield; for example, 0.34 means a 34% yield). The reactants are [O:1]=[C:2]1[CH2:5][CH:4]([C:6]([O:8][CH2:9][CH3:10])=[O:7])[CH2:3]1.[F:11][C:12]1[CH:17]=[CH:16][C:15]([Mg]Br)=[CH:14][CH:13]=1. The catalyst is CCOCC. The product is [F:11][C:12]1[CH:17]=[CH:16][C:15]([C:2]2([OH:1])[CH2:5][CH:4]([C:6]([O:8][CH2:9][CH3:10])=[O:7])[CH2:3]2)=[CH:14][CH:13]=1. The yield is 0.510.